Regression. Given a peptide amino acid sequence and an MHC pseudo amino acid sequence, predict their binding affinity value. This is MHC class II binding data. From a dataset of Peptide-MHC class II binding affinity with 134,281 pairs from IEDB. (1) The peptide sequence is ARARRAALAAAGASR. The MHC is HLA-DPA10103-DPB10401 with pseudo-sequence HLA-DPA10103-DPB10401. The binding affinity (normalized) is 0. (2) The peptide sequence is LSQLQTYMIQFDQYI. The MHC is HLA-DPA10103-DPB10401 with pseudo-sequence HLA-DPA10103-DPB10401. The binding affinity (normalized) is 0.366. (3) The peptide sequence is ANSLSTEWSPCSVT. The MHC is DRB1_0401 with pseudo-sequence DRB1_0401. The binding affinity (normalized) is 0.345. (4) The peptide sequence is CDPKRYFVPIFSEAV. The MHC is DRB4_0101 with pseudo-sequence DRB4_0103. The binding affinity (normalized) is 0.654. (5) The peptide sequence is GKKKYKLKHIVWASREL. The MHC is DRB1_1201 with pseudo-sequence DRB1_1201. The binding affinity (normalized) is 0.435. (6) The peptide sequence is HFFIGDFFVDHYYSE. The MHC is HLA-DQA10102-DQB10602 with pseudo-sequence HLA-DQA10102-DQB10602. The binding affinity (normalized) is 0.244.